This data is from Reaction yield outcomes from USPTO patents with 853,638 reactions. The task is: Predict the reaction yield, written as a fraction of the theoretical maximum amount of product (1.0 means a 100% yield; for example, 0.34 means a 34% yield). The reactants are Br[CH:2]([C:4]1[CH:5]=[C:6]([C:22]([N:24]([CH3:26])[CH3:25])=[O:23])[CH:7]=[C:8]2[C:13]=1[O:12][C:11]([N:14]1[CH2:19][CH2:18][O:17][C@@H:16]([CH3:20])[CH2:15]1)=[CH:10][C:9]2=[O:21])[CH3:3].[F:27][C:28]1[CH:34]=[CH:33][C:31]([NH2:32])=[CH:30][CH:29]=1. The catalyst is CC(N(C)C)=O. The product is [F:27][C:28]1[CH:34]=[CH:33][C:31]([NH:32][CH:2]([C:4]2[CH:5]=[C:6]([C:22]([N:24]([CH3:26])[CH3:25])=[O:23])[CH:7]=[C:8]3[C:13]=2[O:12][C:11]([N:14]2[CH2:19][CH2:18][O:17][C@@H:16]([CH3:20])[CH2:15]2)=[CH:10][C:9]3=[O:21])[CH3:3])=[CH:30][CH:29]=1. The yield is 0.510.